Dataset: CYP2C9 inhibition data for predicting drug metabolism from PubChem BioAssay. Task: Regression/Classification. Given a drug SMILES string, predict its absorption, distribution, metabolism, or excretion properties. Task type varies by dataset: regression for continuous measurements (e.g., permeability, clearance, half-life) or binary classification for categorical outcomes (e.g., BBB penetration, CYP inhibition). Dataset: cyp2c9_veith. (1) The molecule is COc1ccc(Cl)cc1C(=O)NNC(=S)NC(=O)c1cc(-c2ccc(Cl)cc2)nc2ccccc12. The result is 1 (inhibitor). (2) The compound is Cc1cc2c(c(=O)o1)[C@@H](O)[C@H]1O[C@@H]1C2=O. The result is 0 (non-inhibitor).